This data is from Forward reaction prediction with 1.9M reactions from USPTO patents (1976-2016). The task is: Predict the product of the given reaction. The product is: [F:1][C:2]([CH3:36])([CH3:35])[CH2:3][N:4]1[CH2:5][CH2:6][CH:7]([CH2:10][O:11][C:12]2[CH:17]=[CH:16][C:15]([C:18]3[C:19]([C:24]([N:26]4[CH2:31][CH2:30][CH2:29][CH2:28][CH:27]4[C:32]([NH2:47])=[O:34])=[O:25])=[CH:20][CH:21]=[CH:22][CH:23]=3)=[CH:14][CH:13]=2)[CH2:8][CH2:9]1. Given the reactants [F:1][C:2]([CH3:36])([CH3:35])[CH2:3][N:4]1[CH2:9][CH2:8][CH:7]([CH2:10][O:11][C:12]2[CH:17]=[CH:16][C:15]([C:18]3[C:19]([C:24]([N:26]4[CH2:31][CH2:30][CH2:29][CH2:28][CH:27]4[C:32]([OH:34])=O)=[O:25])=[CH:20][CH:21]=[CH:22][CH:23]=3)=[CH:14][CH:13]=2)[CH2:6][CH2:5]1.C(Cl)CCl.C1C=CC2N(O)N=[N:47]C=2C=1.CCN(C(C)C)C(C)C.[NH4+].[Cl-], predict the reaction product.